From a dataset of Full USPTO retrosynthesis dataset with 1.9M reactions from patents (1976-2016). Predict the reactants needed to synthesize the given product. (1) Given the product [C:1]([O:5][C:6](=[O:30])[NH:7][CH2:8][CH2:9][CH2:10][O:11][C:12]1[CH:17]=[CH:16][C:15]([C:18]2[CH:19]=[CH:20][C:21]3[N:22]([C:24]([Br:38])=[C:25]([CH3:27])[N:26]=3)[N:23]=2)=[CH:14][C:13]=1[O:28][CH3:29])([CH3:3])([CH3:4])[CH3:2], predict the reactants needed to synthesize it. The reactants are: [C:1]([O:5][C:6](=[O:30])[NH:7][CH2:8][CH2:9][CH2:10][O:11][C:12]1[CH:17]=[CH:16][C:15]([C:18]2[CH:19]=[CH:20][C:21]3[N:22]([CH:24]=[C:25]([CH3:27])[N:26]=3)[N:23]=2)=[CH:14][C:13]=1[O:28][CH3:29])([CH3:4])([CH3:3])[CH3:2].C1C(=O)N([Br:38])C(=O)C1. (2) The reactants are: C([O:8][C:9]1[CH:10]=[C:11]([CH:17]([C:23]2[CH:28]=[CH:27][C:26]([O:29][CH3:30])=[C:25]([O:31]CC3C=CC=CC=3)[CH:24]=2)[N:18]2[CH:22]=[N:21][CH:20]=[N:19]2)[CH:12]=[CH:13][C:14]=1[O:15][CH3:16])C1C=CC=CC=1. Given the product [OH:8][C:9]1[CH:10]=[C:11]([CH:17]([C:23]2[CH:28]=[CH:27][C:26]([O:29][CH3:30])=[C:25]([OH:31])[CH:24]=2)[N:18]2[CH:22]=[N:21][CH:20]=[N:19]2)[CH:12]=[CH:13][C:14]=1[O:15][CH3:16], predict the reactants needed to synthesize it. (3) Given the product [OH:34][C:31]([C@@H:27]1[CH2:28][CH2:29][CH2:30][C@H:26]1[C:24]([C:21]1[CH:22]=[CH:23][C:18]([C:15]2[CH:14]=[CH:13][C:12]([NH:11][C:9]([NH:8][C:4]3[CH:5]=[CH:6][CH:7]=[CH:2][CH:3]=3)=[O:10])=[CH:17][CH:16]=2)=[CH:19][CH:20]=1)=[O:25])([CH3:32])[CH3:33], predict the reactants needed to synthesize it. The reactants are: Cl[C:2]1[CH:3]=[C:4]([NH:8][C:9]([NH:11][C:12]2[CH:17]=[CH:16][C:15]([C:18]3[CH:23]=[CH:22][C:21]([C:24]([C@@H:26]4[CH2:30][CH2:29][CH2:28][C@H:27]4[C:31]([OH:34])([CH3:33])[CH3:32])=[O:25])=[CH:20][CH:19]=3)=[CH:14][CH:13]=2)=[O:10])[CH:5]=[CH:6][CH:7]=1.ClC1C=C(N=C=O)C=CC=1.